From a dataset of Full USPTO retrosynthesis dataset with 1.9M reactions from patents (1976-2016). Predict the reactants needed to synthesize the given product. (1) Given the product [N:26]1([C:30]([C:32]2[CH:37]=[CH:36][C:35]([O:1][C:2]3[CH:3]=[C:4]([CH:15]=[C:16]([O:18][C@H:19]4[CH2:23][CH2:22][N:21]([CH3:24])[C:20]4=[O:25])[CH:17]=3)[C:5]([NH:7][C:8]3[CH:13]=[N:12][C:11]([CH3:14])=[CH:10][N:9]=3)=[O:6])=[C:34]([Cl:39])[CH:33]=2)=[O:31])[CH2:29][CH2:28][CH2:27]1, predict the reactants needed to synthesize it. The reactants are: [OH:1][C:2]1[CH:3]=[C:4]([CH:15]=[C:16]([O:18][C@H:19]2[CH2:23][CH2:22][N:21]([CH3:24])[C:20]2=[O:25])[CH:17]=1)[C:5]([NH:7][C:8]1[CH:13]=[N:12][C:11]([CH3:14])=[CH:10][N:9]=1)=[O:6].[N:26]1([C:30]([C:32]2[CH:37]=[CH:36][C:35](F)=[C:34]([Cl:39])[CH:33]=2)=[O:31])[CH2:29][CH2:28][CH2:27]1.C(=O)([O-])[O-].[K+].[K+]. (2) The reactants are: Cl[C:2]1[CH:7]=[C:6]([C:8]([F:11])([F:10])[F:9])[N:5]=[C:4]([C:12]2[CH:13]=[N:14][CH:15]=[CH:16][CH:17]=2)[N:3]=1.[CH3:18][N:19]1[C:23]2[CH:24]=[C:25]([CH3:30])[C:26]([CH3:29])=[C:27]([NH2:28])[C:22]=2[N:21]=[CH:20]1. Given the product [CH3:18][N:19]1[C:23]2[CH:24]=[C:25]([CH3:30])[C:26]([CH3:29])=[C:27]([NH:28][C:2]3[CH:7]=[C:6]([C:8]([F:11])([F:10])[F:9])[N:5]=[C:4]([C:12]4[CH:13]=[N:14][CH:15]=[CH:16][CH:17]=4)[N:3]=3)[C:22]=2[N:21]=[CH:20]1, predict the reactants needed to synthesize it. (3) Given the product [CH3:13][C@@H:14]1[CH2:18][CH2:17][CH2:16][N:15]1[CH2:19][CH2:20][C:21]1[CH:26]=[CH:25][C:24]([C:3]2[CH:4]=[C:5]3[C:10](=[CH:11][CH:12]=2)[CH2:9][NH:8][CH2:7][CH2:6]3)=[CH:23][CH:22]=1, predict the reactants needed to synthesize it. The reactants are: Cl.Br[C:3]1[CH:4]=[C:5]2[C:10](=[CH:11][CH:12]=1)[CH2:9][NH:8][CH2:7][CH2:6]2.[CH3:13][C@@H:14]1[CH2:18][CH2:17][CH2:16][N:15]1[CH2:19][CH2:20][C:21]1[CH:26]=[CH:25][C:24](B(O)O)=[CH:23][CH:22]=1.C1C=CC=CC=1.C(=O)(O)[O-].[Na+].